From a dataset of Catalyst prediction with 721,799 reactions and 888 catalyst types from USPTO. Predict which catalyst facilitates the given reaction. (1) Reactant: [C:1]([O:4][CH2:5][C@H:6]([N:8]1[CH:17]=[CH:16][C:15]2[C:10](=[CH:11][CH:12]=[C:13]([Cl:21])[C:14]=2[N+:18]([O-])=O)[C:9]1=[O:22])[CH3:7])(=[O:3])[CH3:2].C(O)C.[Cl-].[NH4+].O. Product: [C:1]([O:4][CH2:5][C@H:6]([N:8]1[CH:17]=[CH:16][C:15]2[C:10](=[CH:11][CH:12]=[C:13]([Cl:21])[C:14]=2[NH2:18])[C:9]1=[O:22])[CH3:7])(=[O:3])[CH3:2]. The catalyst class is: 292. (2) Reactant: C([NH:8][N:9]1[C:15](=O)[CH2:14][C:13]2[CH:17]=[CH:18][CH:19]=[CH:20][C:12]=2[C:11]2[CH:21]=[CH:22][CH:23]=[CH:24][C:10]1=2)(OC(C)(C)C)=O.[C:25]([O-:28])([O-])=O.[Cs+].[Cs+].I[CH2:32][CH:33](C)[CH3:34].C(Cl)[Cl:37]. Product: [ClH:37].[NH2:8][N:9]1[C:25](=[O:28])[CH:14]([CH2:15][CH:33]([CH3:34])[CH3:32])[C:13]2[CH:17]=[CH:18][CH:19]=[CH:20][C:12]=2[C:11]2[CH:21]=[CH:22][CH:23]=[CH:24][C:10]1=2. The catalyst class is: 3. (3) Reactant: Br[CH2:2][CH2:3][C:4]([CH3:14])([S:10]([CH3:13])(=[O:12])=[O:11])[C:5]([O:7][CH2:8][CH3:9])=[O:6].[C:15]1([C:21]2[CH:26]=[CH:25][N:24]=[C:23]([OH:27])[CH:22]=2)[CH:20]=[CH:19][CH:18]=[CH:17][CH:16]=1.C(=O)([O-])[O-].[Cs+].[Cs+]. Product: [CH3:14][C:4]([S:10]([CH3:13])(=[O:12])=[O:11])([CH2:3][CH2:2][N:24]1[CH:25]=[CH:26][C:21]([C:15]2[CH:16]=[CH:17][CH:18]=[CH:19][CH:20]=2)=[CH:22][C:23]1=[O:27])[C:5]([O:7][CH2:8][CH3:9])=[O:6]. The catalyst class is: 375. (4) Reactant: [NH:1]1[C:9]2[C:4](=[CH:5][CH:6]=[CH:7][CH:8]=2)[C:3](/[CH:10]=[CH:11]/[C:12]2[CH:17]=[CH:16][CH:15]=[CH:14][C:13]=2[NH:18][C:19]([NH2:21])=[S:20])=[N:2]1.[C:22](OCCCl)(=[O:24])[CH3:23].N. Product: [NH:1]1[C:9]2[C:4](=[CH:5][CH:6]=[CH:7][CH:8]=2)[C:3](/[CH:10]=[CH:11]/[C:12]2[CH:17]=[CH:16][CH:15]=[CH:14][C:13]=2[NH:18][C:19]2[S:20][CH2:23][C:22](=[O:24])[N:21]=2)=[N:2]1. The catalyst class is: 8. (5) Reactant: Br[C:2]([C:7]1[C:8]([C:31](Br)([C:34]#[N:35])[C:32]#[N:33])=[C:9]2[C:28](=[CH:29][CH:30]=1)[C:27]1[C:22](=[CH:23][CH:24]=[CH:25][CH:26]=1)C1C(=CC=CC=1)[C:15]1[C:10]2=[CH:11][CH:12]=[CH:13][CH:14]=1)([C:5]#[N:6])[C:3]#[N:4].C([Sn](CCCC)(CCCC)[C:42]1[S:43][CH:44]=[CH:45][CH:46]=1)CCC. Product: [S:43]1[CH:44]=[CH:45][CH:46]=[C:42]1[C:7]1([CH:2]([C:3]#[N:4])[C:5]#[N:6])[CH:30]=[CH:29][C:28]2[C:27]3[C:22](=[C:23]([C:44]4[S:43][CH:42]=[CH:46][CH:45]=4)[CH:24]=[CH:25][CH:26]=3)[C:8]3[C:7](=[CH:30][CH:29]=[CH:28][CH:9]=3)[C:15]3[C:10](=[CH:11][CH:12]=[CH:13][CH:14]=3)[C:9]=2[CH:8]1[CH:31]([C:32]#[N:33])[C:34]#[N:35]. The catalyst class is: 109.